Task: Predict the reaction yield, written as a fraction of the theoretical maximum amount of product (1.0 means a 100% yield; for example, 0.34 means a 34% yield).. Dataset: Reaction yield outcomes from USPTO patents with 853,638 reactions (1) The reactants are [NH2:1][C:2]([C:4]1[C:5]([F:18])=[C:6]([CH:14]=[CH:15][C:16]=1[F:17])[O:7][CH2:8][CH:9]=[CH:10][C:11]([OH:13])=[O:12])=[O:3].C([O-])([O-])=O.[K+].[K+].[CH2:25](Br)[CH2:26][CH2:27][CH3:28]. The catalyst is CN(C=O)C.O. The product is [NH2:1][C:2]([C:4]1[C:5]([F:18])=[C:6]([CH:14]=[CH:15][C:16]=1[F:17])[O:7][CH2:8][CH:9]=[CH:10][C:11]([O:13][CH2:25][CH2:26][CH2:27][CH3:28])=[O:12])=[O:3]. The yield is 0.570. (2) The reactants are [C:1]1([CH3:11])[CH:6]=[CH:5][C:4]([S:7](Cl)(=[O:9])=[O:8])=[CH:3][CH:2]=1.CCN(CC)CC.[OH:19][CH2:20][CH:21]1[O:25][C:24](=[O:26])[NH:23][CH2:22]1. The catalyst is ClCCl. The product is [S:7]([O:19][CH2:20][CH:21]1[O:25][C:24](=[O:26])[NH:23][CH2:22]1)([C:4]1[CH:5]=[CH:6][C:1]([CH3:11])=[CH:2][CH:3]=1)(=[O:9])=[O:8]. The yield is 0.800. (3) The reactants are [C:1]([O:5][C:6]([N:8]1[CH2:14][CH2:13][C:12]2[C:15]([S:20][CH2:21][C:22]3[CH:27]=[CH:26][C:25]([C:28]#[C:29][C:30]4[CH:35]=[CH:34][C:33]([F:36])=[CH:32][CH:31]=4)=[CH:24][N:23]=3)=[C:16]([Cl:19])[CH:17]=[CH:18][C:11]=2[CH2:10][CH2:9]1)=[O:7])([CH3:4])([CH3:3])[CH3:2].N1C2C(=CC=CC=2)C=CC=1. The catalyst is [Pd].CC([O-])=O.CC([O-])=O.[Pb+2].CO. The product is [C:1]([O:5][C:6]([N:8]1[CH2:14][CH2:13][C:12]2[C:15]([S:20][CH2:21][C:22]3[CH:27]=[CH:26][C:25](/[CH:28]=[CH:29]\[C:30]4[CH:31]=[CH:32][C:33]([F:36])=[CH:34][CH:35]=4)=[CH:24][N:23]=3)=[C:16]([Cl:19])[CH:17]=[CH:18][C:11]=2[CH2:10][CH2:9]1)=[O:7])([CH3:4])([CH3:2])[CH3:3]. The yield is 0.630. (4) The reactants are Cl.C(N=C=NCCCN(C)C)C.[CH3:13][O:14][C:15]1[C:23]2[C:18](=[N:19][CH:20]=[C:21]([NH2:24])[CH:22]=2)[NH:17][N:16]=1.[Cl:25][C:26]1[C:31]([C:32](O)=[O:33])=[C:30]([F:35])[C:29]([OH:36])=[CH:28][CH:27]=1. The catalyst is CC#N. The product is [Cl:25][C:26]1[C:31]([C:32]([NH:24][C:21]2[CH:22]=[C:23]3[C:15]([O:14][CH3:13])=[N:16][NH:17][C:18]3=[N:19][CH:20]=2)=[O:33])=[C:30]([F:35])[C:29]([OH:36])=[CH:28][CH:27]=1. The yield is 0.360. (5) The yield is 0.734. The reactants are [O:1]=[C:2]([C:16]1[N:20]([CH3:21])[N:19]=[C:18]([CH3:22])[C:17]=1[CH3:23])[CH:3]([C:6]1[CH:11]=[CH:10][C:9]([C:12]([CH3:15])([CH3:14])[CH3:13])=[CH:8][CH:7]=1)[C:4]#[N:5].C(N(CC)CC)C.[C:31](Cl)(=[O:36])[C:32]([CH3:35])([CH3:34])[CH3:33]. The product is [CH3:33][C:32]([CH3:35])([CH3:34])[C:31]([O:1]/[C:2](/[C:16]1[N:20]([CH3:21])[N:19]=[C:18]([CH3:22])[C:17]=1[CH3:23])=[C:3](\[C:6]1[CH:7]=[CH:8][C:9]([C:12]([CH3:15])([CH3:14])[CH3:13])=[CH:10][CH:11]=1)/[C:4]#[N:5])=[O:36]. The catalyst is O1CCCC1. (6) The reactants are [CH3:1][C:2]1[C:6]2[CH:7]=[C:8]3[C:13]4([C:21]5[C:16](=[CH:17][CH:18]=[CH:19][CH:20]=5)[N:15]([CH2:22][C:23]5[O:24][CH:25]=[C:26]([C:28]([OH:30])=O)[N:27]=5)[C:14]4=[O:31])[CH2:12][O:11][C:9]3=[CH:10][C:5]=2[O:4][N:3]=1.Cl.[CH3:33][NH:34][CH3:35].O.ON1C2C=CC=CC=2N=N1.Cl.C(N=C=NCCCN(C)C)C.CN1CCOCC1. The catalyst is CN(C)C=O. The product is [CH3:33][N:34]([CH3:35])[C:28]([C:26]1[N:27]=[C:23]([CH2:22][N:15]2[C:16]3[C:21](=[CH:20][CH:19]=[CH:18][CH:17]=3)[C:13]3([C:8]4[C:9](=[CH:10][C:5]5[O:4][N:3]=[C:2]([CH3:1])[C:6]=5[CH:7]=4)[O:11][CH2:12]3)[C:14]2=[O:31])[O:24][CH:25]=1)=[O:30]. The yield is 0.680.